This data is from Peptide-MHC class I binding affinity with 185,985 pairs from IEDB/IMGT. The task is: Regression. Given a peptide amino acid sequence and an MHC pseudo amino acid sequence, predict their binding affinity value. This is MHC class I binding data. (1) The peptide sequence is MPSLTMACM. The MHC is HLA-B51:01 with pseudo-sequence HLA-B51:01. The binding affinity (normalized) is 0.373. (2) The peptide sequence is LLDEPTNHL. The MHC is HLA-C03:03 with pseudo-sequence HLA-C03:03. The binding affinity (normalized) is 0.263. (3) The peptide sequence is RPMSASRPA. The MHC is HLA-B27:05 with pseudo-sequence HLA-B27:05. The binding affinity (normalized) is 0.0847. (4) The peptide sequence is ELQGLLEDEL. The MHC is H-2-Kd with pseudo-sequence H-2-Kd. The binding affinity (normalized) is 0. (5) The peptide sequence is MELSLRAIQ. The MHC is HLA-A02:16 with pseudo-sequence HLA-A02:16. The binding affinity (normalized) is 0.0847. (6) The peptide sequence is PTDYAKPQY. The MHC is HLA-B08:01 with pseudo-sequence HLA-B08:01. The binding affinity (normalized) is 0.0847. (7) The MHC is HLA-A33:01 with pseudo-sequence HLA-A33:01. The binding affinity (normalized) is 0.0656. The peptide sequence is NVVHAIILH.